This data is from Catalyst prediction with 721,799 reactions and 888 catalyst types from USPTO. The task is: Predict which catalyst facilitates the given reaction. (1) Reactant: [CH3:1][O:2][C:3]1[CH:8]=[CH:7][C:6]([C:9]2[CH:13]=[CH:12][N:11]([CH3:14])[N:10]=2)=[CH:5][C:4]=1[CH3:15].[Br:16]N1C(=O)CCC1=O.C(Cl)(Cl)Cl. Product: [CH3:1][O:2][C:3]1[CH:8]=[CH:7][C:6]([C:9]2[C:13]([Br:16])=[CH:12][N:11]([CH3:14])[N:10]=2)=[CH:5][C:4]=1[CH3:15]. The catalyst class is: 6. (2) Reactant: [NH2:1][C:2]1[NH:3][CH:4]=[CH:5][N:6]=1.C[OH:8].[C:9]1(OC2C=CC=CC=2)[CH:14]=CC=C[CH:10]=1. Product: [N:3]1[C:4](=[O:8])[CH2:5][N:6]2[CH:10]=[CH:9][CH:14]=[N:1][C:2]=12. The catalyst class is: 12. (3) Reactant: [CH:1]1([CH2:7][O:8][C:9]2[C:10]3[N:11]([C:15]([C:19]([NH:21][C@H:22]([C:29]4[CH:34]=[CH:33][CH:32]=[CH:31][CH:30]=4)/[CH:23]=[CH:24]/[C:25]([O:27][CH3:28])=[O:26])=[O:20])=[C:16]([CH3:18])[N:17]=3)[CH:12]=[CH:13][CH:14]=2)[CH2:6][CH2:5][CH2:4][CH2:3][CH2:2]1. Product: [CH:1]1([CH2:7][O:8][C:9]2[C:10]3[N:11]([C:15]([C:19]([NH:21][C@H:22]([C:29]4[CH:30]=[CH:31][CH:32]=[CH:33][CH:34]=4)[CH2:23][CH2:24][C:25]([O:27][CH3:28])=[O:26])=[O:20])=[C:16]([CH3:18])[N:17]=3)[CH:12]=[CH:13][CH:14]=2)[CH2:6][CH2:5][CH2:4][CH2:3][CH2:2]1. The catalyst class is: 586. (4) Reactant: [Br:1][C:2]1[CH:3]=[CH:4][C:5]([N:8]2[C:12]([CH:13]3[CH2:15][CH2:14]3)=[CH:11][C:10]([C:16]([O:18][CH2:19]C)=O)=[N:9]2)=[N:6][CH:7]=1.C1(C(=O)CC(=O)C(OCC)=[O:28])CC1.BrC1C=C[C:38]([NH:41][NH2:42])=NC=1. Product: [Br:1][C:2]1[CH:3]=[CH:4][C:5]([N:8]2[C:12]([CH:13]3[CH2:14][CH2:15]3)=[CH:11][C:10]([C:16]3[O:18][C:19](=[O:28])[N:41]([CH3:38])[N:42]=3)=[N:9]2)=[N:6][CH:7]=1. The catalyst class is: 15.